This data is from Forward reaction prediction with 1.9M reactions from USPTO patents (1976-2016). The task is: Predict the product of the given reaction. (1) Given the reactants [CH2:1]([N:5]1[C:14]2[C:13]3[CH2:15][CH2:16][CH2:17][NH:18][C:12]=3[CH:11]=[CH:10][C:9]=2[NH:8][C:7](=[O:19])[C:6]1=[O:20])[CH2:2][CH2:3][CH3:4].CN(C)C=O.ClCCl.[CH3:29][S:30](Cl)(=[O:32])=[O:31], predict the reaction product. The product is: [CH2:1]([N:5]1[C:14]2[C:13]3[CH2:15][CH2:16][CH2:17][N:18]([S:30]([CH3:29])(=[O:32])=[O:31])[C:12]=3[CH:11]=[CH:10][C:9]=2[NH:8][C:7](=[O:19])[C:6]1=[O:20])[CH2:2][CH2:3][CH3:4]. (2) Given the reactants C[C:2]1([CH3:11])[C:6]([CH3:8])([CH3:7])OB(C=C)O1.BrC1C=[C:15]2[S:21][C:20]([C:22]([O:24][CH3:25])=[O:23])=[C:19]([NH:26][C:27]([O:29][C:30]([CH3:33])([CH3:32])[CH3:31])=[O:28])[C:16]2=[N:17]C=1.CCN(C(C)C)C(C)C, predict the reaction product. The product is: [C:30]([O:29][C:27]([NH:26][C:19]1[C:16]2=[N:17][CH:8]=[C:6]([CH:2]=[CH2:11])[CH:7]=[C:15]2[S:21][C:20]=1[C:22]([O:24][CH3:25])=[O:23])=[O:28])([CH3:33])([CH3:32])[CH3:31]. (3) Given the reactants C[O:2][C:3](=[O:14])[CH2:4][C:5]1[CH:10]=[C:9]([O:11][CH3:12])[CH:8]=[CH:7][C:6]=1[Br:13].[H-].[Na+].[CH2:17]1OCCOCCOCCOCCO[CH2:18]1.[CH2:32](I)[CH3:33], predict the reaction product. The product is: [Br:13][C:6]1[CH:7]=[CH:8][C:9]([O:11][CH3:12])=[CH:10][C:5]=1[C:4]([CH2:32][CH3:33])([CH2:17][CH3:18])[C:3]([OH:2])=[O:14]. (4) Given the reactants [CH3:1][O:2][C:3]1[N:8]=[CH:7][C:6]([NH2:9])=[C:5]([NH2:10])[CH:4]=1.[F:11][C:12]([F:21])([F:20])[C:13](=O)[C:14]([O:16]CC)=[O:15], predict the reaction product. The product is: [CH3:1][O:2][C:3]1[N:8]=[CH:7][C:6]2=[N:9][C:13]([C:12]([F:21])([F:20])[F:11])=[C:14]([OH:15])[N:10]=[C:5]2[CH:4]=1.[CH3:1][O:2][C:3]1[N:8]=[CH:7][C:6]2=[N:9][C:14]([OH:16])=[C:13]([C:12]([F:11])([F:20])[F:21])[N:10]=[C:5]2[CH:4]=1. (5) Given the reactants [CH2:1]([C:3]1[C:4](N)=[N:5][C:6]([CH3:9])=[CH:7][CH:8]=1)[CH3:2].S(=O)(=O)(O)[OH:12].N([O-])=O.[Na+].[OH-].[Na+], predict the reaction product. The product is: [CH2:1]([C:3]1[C:4](=[O:12])[NH:5][C:6]([CH3:9])=[CH:7][CH:8]=1)[CH3:2]. (6) Given the reactants [CH:1]([S:3]([N:6]1[CH2:10][CH:9]2[CH2:11][N:12](C(OC(C)(C)C)=O)[CH2:13][CH:8]2[CH2:7]1)(=[O:5])=[O:4])=[CH2:2], predict the reaction product. The product is: [CH:1]([S:3]([N:6]1[CH2:10][CH:9]2[CH:8]([CH2:13][NH:12][CH2:11]2)[CH2:7]1)(=[O:5])=[O:4])=[CH2:2].